From a dataset of Catalyst prediction with 721,799 reactions and 888 catalyst types from USPTO. Predict which catalyst facilitates the given reaction. (1) Reactant: [OH:1][CH2:2][C@@H:3]1[CH2:9][NH:8][C:7]2[CH:10]=[CH:11][CH:12]=[CH:13][C:6]=2[CH2:5][N:4]1[C:14]([O:16][C:17]([CH3:20])([CH3:19])[CH3:18])=[O:15].[H-].[Na+].[CH2:23](Br)[C:24]1[CH:29]=[CH:28][CH:27]=[CH:26][CH:25]=1. Product: [CH2:23]([O:1][CH2:2][C@@H:3]1[CH2:9][NH:8][C:7]2[CH:10]=[CH:11][CH:12]=[CH:13][C:6]=2[CH2:5][N:4]1[C:14]([O:16][C:17]([CH3:20])([CH3:19])[CH3:18])=[O:15])[C:24]1[CH:29]=[CH:28][CH:27]=[CH:26][CH:25]=1. The catalyst class is: 9. (2) Reactant: [Br:1][C:2]1[CH:7]=[CH:6][C:5]([C:8](=[O:12])[CH2:9][CH:10]=[CH2:11])=[C:4]([OH:13])[C:3]=1[CH3:14].[H-].[Na+].[C:17](Cl)(=O)[CH:18]=C.[C:22](=O)([O-])[O-].[K+].[K+]. Product: [Br:1][C:2]1[C:3]([CH3:14])=[C:4]2[C:5]([C:8](=[O:12])[C:9]([CH:17]=[CH2:18])=[C:10]([CH:11]=[CH2:22])[O:13]2)=[CH:6][CH:7]=1. The catalyst class is: 30.